Dataset: Forward reaction prediction with 1.9M reactions from USPTO patents (1976-2016). Task: Predict the product of the given reaction. (1) Given the reactants [CH:1]1([CH2:4][O:5][C:6]2[CH:7]=[C:8]([C:16]3[C:17]([CH3:23])([CH3:22])[C:18](=[O:21])[NH:19][N:20]=3)[CH:9]=[CH:10][C:11]=2[O:12][CH:13]([F:15])[F:14])[CH2:3][CH2:2]1.CC1C=CC(S(O[CH:35]2[CH2:40][CH2:39][N:38](C(OC(C)(C)C)=O)[CH2:37][CH2:36]2)(=O)=O)=CC=1, predict the reaction product. The product is: [CH:1]1([CH2:4][O:5][C:6]2[CH:7]=[C:8]([C:16]3[C:17]([CH3:23])([CH3:22])[C:18](=[O:21])[N:19]([CH:35]4[CH2:40][CH2:39][NH:38][CH2:37][CH2:36]4)[N:20]=3)[CH:9]=[CH:10][C:11]=2[O:12][CH:13]([F:14])[F:15])[CH2:3][CH2:2]1. (2) Given the reactants FC1[CH:11]=[C:10]([C:12]2[N:17]=[C:16]3[N:18]([CH2:21][C:22]4[CH:23]=[C:24]5[C:29](=[CH:30][CH:31]=4)[N:28]=[CH:27][CH:26]=[CH:25]5)[N:19]=[N:20][C:15]3=[CH:14][CH:13]=2)[CH:9]=[CH:8][C:3]=1[C:4](NC)=[O:5].[F:32][C:33]([F:46])([F:45])[CH2:34]OC1C=C(B(O)O)C=CC=1.C(=O)([O-])[O-].[K+].[K+].O1CCOCC1, predict the reaction product. The product is: [F:32][C:33]([F:46])([F:45])[CH2:34][O:5][C:4]1[CH:11]=[C:10]([C:12]2[N:17]=[C:16]3[N:18]([CH2:21][C:22]4[CH:23]=[C:24]5[C:29](=[CH:30][CH:31]=4)[N:28]=[CH:27][CH:26]=[CH:25]5)[N:19]=[N:20][C:15]3=[CH:14][CH:13]=2)[CH:9]=[CH:8][CH:3]=1. (3) Given the reactants C(OC(=O)[NH:7][C:8]([C:11](=[O:45])[NH:12][CH:13]([C:23](=[O:44])[N:24]([CH2:27][C:28]1[C:29]([CH3:43])([CH3:42])[NH:30][S:31](=[O:41])(=[O:40])[C:32]=1[C:33]1[CH:38]=[CH:37][C:36]([Cl:39])=[CH:35][CH:34]=1)[CH2:25][CH3:26])[CH2:14][O:15][CH2:16][C:17]1[CH:22]=[CH:21][CH:20]=[CH:19][CH:18]=1)([CH3:10])[CH3:9])(C)(C)C.FC(F)(F)C(O)=O, predict the reaction product. The product is: [ClH:39].[NH2:7][C:8]([CH3:9])([CH3:10])[C:11]([NH:12][CH:13]([C:23](=[O:44])[N:24]([CH2:27][C:28]1[C:29]([CH3:43])([CH3:42])[NH:30][S:31](=[O:41])(=[O:40])[C:32]=1[C:33]1[CH:34]=[CH:35][C:36]([Cl:39])=[CH:37][CH:38]=1)[CH2:25][CH3:26])[CH2:14][O:15][CH2:16][C:17]1[CH:22]=[CH:21][CH:20]=[CH:19][CH:18]=1)=[O:45]. (4) Given the reactants [CH3:1][C:2]1[N:3]([S:15]([C:18]2[CH:23]=[CH:22][CH:21]=[CH:20][CH:19]=2)(=[O:17])=[O:16])[C:4]([C:9]2[CH:14]=[CH:13][CH:12]=[CH:11][CH:10]=2)=[CH:5][C:6]=1[CH:7]=O.[Cl-:24].C[NH3+].[C:27]([BH3-])#[N:28].[Na+], predict the reaction product. The product is: [ClH:24].[CH3:27][NH:28][CH2:7][C:6]1[CH:5]=[C:4]([C:9]2[CH:10]=[CH:11][CH:12]=[CH:13][CH:14]=2)[N:3]([S:15]([C:18]2[CH:23]=[CH:22][CH:21]=[CH:20][CH:19]=2)(=[O:17])=[O:16])[C:2]=1[CH3:1]. (5) Given the reactants [CH3:1][N:2]1[CH2:6][CH2:5][N:4]([C:7]2[CH:12]=[CH:11][C:10]([C:13]3[S:14][C:15]4[CH2:21][CH2:20][N:19](C(=O)C(F)(F)F)[CH2:18][CH2:17][C:16]=4[N:28]=3)=[CH:9][N:8]=2)[C:3]1=[O:29].C(=O)([O-])[O-].[K+].[K+], predict the reaction product. The product is: [CH3:1][N:2]1[CH2:6][CH2:5][N:4]([C:7]2[CH:12]=[CH:11][C:10]([C:13]3[S:14][C:15]4[CH2:21][CH2:20][NH:19][CH2:18][CH2:17][C:16]=4[N:28]=3)=[CH:9][N:8]=2)[C:3]1=[O:29]. (6) Given the reactants [CH2:1]([O:3][C:4](=[O:19])[C@@H:5]([NH2:18])[C@@H:6]([C:8]1[CH:13]=[CH:12][C:11]([S:14]([CH3:17])(=[O:16])=[O:15])=[CH:10][CH:9]=1)[OH:7])[CH3:2].Cl.C(O[C:24]([C:26]1[CH:31]=[CH:30][CH:29]=[CH:28][CH:27]=1)=N)C.C(N(CC)CC)C, predict the reaction product. The product is: [CH2:1]([O:3][C:4]([C@@H:5]1[C@@H:6]([C:8]2[CH:13]=[CH:12][C:11]([S:14]([CH3:17])(=[O:16])=[O:15])=[CH:10][CH:9]=2)[O:7][C:24]([C:26]2[CH:31]=[CH:30][CH:29]=[CH:28][CH:27]=2)=[N:18]1)=[O:19])[CH3:2].